This data is from Experimentally validated miRNA-target interactions with 360,000+ pairs, plus equal number of negative samples. The task is: Binary Classification. Given a miRNA mature sequence and a target amino acid sequence, predict their likelihood of interaction. Result: 1 (interaction). The miRNA is hsa-miR-3689b-3p with sequence CUGGGAGGUGUGAUAUUGUGGU. The protein sequence of the target gene is MARNCSECKEKRAAHILCTYCNRWLCSSCTEEHRHSPVPGGPFFPRAQKGSPGVNGGPGDFTLYCPLHTQEVLKLFCETCDMLTCHSCLVVEHKEHRCRHVEEVLQNQRMLLEGVTTQVAHKKSSLQTSAKQIEDRIFEVKHQHRKVENQIKMAKMVLMNELNKQANGLIEELEGITNERKRKLEQQLQSIMVLNRQFEHVQNFINWAVCSKTSVPFLFSKELIVFQMQRLLETSCNTDPGSPWSIRFTWEPNFWTKQLASLGCITTEGGQMSRADAPAYGGLQGSSPFYQSHQSPVAQQ....